Dataset: Forward reaction prediction with 1.9M reactions from USPTO patents (1976-2016). Task: Predict the product of the given reaction. Given the reactants Br[CH2:2][C:3]1[CH:8]=[CH:7][CH:6]=[C:5]([O:9][CH3:10])[CH:4]=1.[O:11]1[CH:15]=[CH:14][CH:13]=[C:12]1[CH2:16][NH:17][S:18]([C:21]1[CH:29]=[CH:28][C:24]([C:25]([OH:27])=[O:26])=[CH:23][CH:22]=1)(=[O:20])=[O:19], predict the reaction product. The product is: [O:11]1[CH:15]=[CH:14][CH:13]=[C:12]1[CH2:16][N:17]([CH2:2][C:3]1[CH:8]=[CH:7][CH:6]=[C:5]([O:9][CH3:10])[CH:4]=1)[S:18]([C:21]1[CH:29]=[CH:28][C:24]([C:25]([OH:27])=[O:26])=[CH:23][CH:22]=1)(=[O:20])=[O:19].